From a dataset of Forward reaction prediction with 1.9M reactions from USPTO patents (1976-2016). Predict the product of the given reaction. (1) Given the reactants [C:1]1([N:7]2[C:15]3[CH:14]=[CH:13][N:12]=[CH:11][C:10]=3[N:9]=[CH:8]2)[CH:6]=[CH:5][CH:4]=[CH:3][CH:2]=1, predict the reaction product. The product is: [C:1]1([N:7]2[C:15]3[CH2:14][CH2:13][NH:12][CH2:11][C:10]=3[N:9]=[CH:8]2)[CH:2]=[CH:3][CH:4]=[CH:5][CH:6]=1. (2) Given the reactants [F:1][C:2]1[CH:3]=[C:4]([NH:24][C:25](=[O:37])[CH2:26][C:27](NC2C=CC(F)=CC=2)=O)[CH:5]=[CH:6][C:7]=1[O:8][C:9]1[CH:14]=[CH:13][N:12]=[C:11]([NH:15]CCN2CCOCC2)[CH:10]=1.CCO[C:41]([CH3:43])=O.C([O-])(O)=O.[Na+], predict the reaction product. The product is: [NH2:15][C:11]1[CH:10]=[C:9]([O:8][C:7]2[CH:6]=[CH:5][C:4]([NH:24][C:25](=[O:37])[C:26]3[CH:27]=[CH:13][N:12]=[C:11]([NH:15][C:41]4[CH:43]=[CH:3][C:2]([F:1])=[CH:7][CH:6]=4)[CH:10]=3)=[CH:3][C:2]=2[F:1])[CH:14]=[CH:13][N:12]=1. (3) Given the reactants [Br:1]N1C(=O)CCC1=O.[C:9]([NH:12][C:13]1[CH:22]=[CH:21][C:20]([C:23]([O:25][CH3:26])=[O:24])=[C:19]2[C:14]=1[CH2:15][CH2:16][CH2:17][O:18]2)(=[O:11])[CH3:10].C(O)(=O)C, predict the reaction product. The product is: [C:9]([NH:12][C:13]1[C:22]([Br:1])=[CH:21][C:20]([C:23]([O:25][CH3:26])=[O:24])=[C:19]2[C:14]=1[CH2:15][CH2:16][CH2:17][O:18]2)(=[O:11])[CH3:10]. (4) Given the reactants [CH2:1]1[CH2:10][O:9][C:8]2[CH:7]=[CH:6][C:5]([NH:11]C3C(F)=CN=C(NC4C=CC=C(O)C=4)N=3)=[CH:4][C:3]=2[O:2]1.[CH2:27]([O:34][NH:35][C:36]1[C:41]([C:42]([O:44][CH2:45][CH3:46])=[O:43])=[CH:40][N:39]=[C:38](Cl)[N:37]=1)[C:28]1[CH:33]=[CH:32][CH:31]=[CH:30][CH:29]=1.O1C2C=CC(N)=CC=2OCC1, predict the reaction product. The product is: [CH2:27]([O:34][NH:35][C:36]1[C:41]([C:42]([O:44][CH2:45][CH3:46])=[O:43])=[CH:40][N:39]=[C:38]([NH:11][C:5]2[CH:6]=[CH:7][C:8]3[O:9][CH2:10][CH2:1][O:2][C:3]=3[CH:4]=2)[N:37]=1)[C:28]1[CH:33]=[CH:32][CH:31]=[CH:30][CH:29]=1. (5) Given the reactants CC([N:5]([CH2:9][CH2:10][NH:11][S:12]([C:15]1[CH:20]=[CH:19][C:18](B2OC(C)(C)C(C)(C)O2)=[CH:17][CH:16]=1)(=[O:14])=[O:13])C(=O)[O-])(C)C.Br[C:31]1[CH:36]=[CH:35][N:34]=[C:33]2[N:37]([S:43]([C:46]3[CH:51]=[CH:50][CH:49]=[CH:48][CH:47]=3)(=[O:45])=[O:44])[C:38]([CH:40]([F:42])[F:41])=[CH:39][C:32]=12.[Na], predict the reaction product. The product is: [NH2:5][CH2:9][CH2:10][NH:11][S:12]([C:15]1[CH:16]=[CH:17][C:18]([C:31]2[CH:36]=[CH:35][N:34]=[C:33]3[N:37]([S:43]([C:46]4[CH:51]=[CH:50][CH:49]=[CH:48][CH:47]=4)(=[O:44])=[O:45])[C:38]([CH:40]([F:42])[F:41])=[CH:39][C:32]=23)=[CH:19][CH:20]=1)(=[O:13])=[O:14]. (6) Given the reactants C1(P(=O)(C2C=CC=CC=2)C2C=CC=CC=2)C=CC=CC=1.FC(F)(F)S(OS(C(F)(F)F)(=O)=O)(=O)=O.C([S:43][CH:44]([CH:77]([O:80][CH3:81])[O:78][CH3:79])[CH2:45][NH:46][C:47]([C:49]1[NH:50][C:51]2[C:56]([CH:57]=1)=[CH:55][C:54]([O:58][CH2:59][CH2:60][CH2:61][S:62]([CH3:65])(=[O:64])=[O:63])=[CH:53][C:52]=2[N:66]([CH3:76])[S:67]([C:70]1[CH:75]=[CH:74][CH:73]=[CH:72][N:71]=1)(=[O:69])=[O:68])=O)C1C=CC=CC=1.C1(SC)C=CC=CC=1, predict the reaction product. The product is: [CH3:79][O:78][CH:77]([O:80][CH3:81])[CH:44]1[S:43][C:47]([C:49]2[NH:50][C:51]3[C:56]([CH:57]=2)=[CH:55][C:54]([O:58][CH2:59][CH2:60][CH2:61][S:62]([CH3:65])(=[O:64])=[O:63])=[CH:53][C:52]=3[N:66]([CH3:76])[S:67]([C:70]2[CH:75]=[CH:74][CH:73]=[CH:72][N:71]=2)(=[O:69])=[O:68])=[N:46][CH2:45]1.